Dataset: Forward reaction prediction with 1.9M reactions from USPTO patents (1976-2016). Task: Predict the product of the given reaction. (1) Given the reactants [CH3:1][O:2][N:3]([CH3:17])[C:4]([C:6]1[O:7][C:8]2[CH:14]=[CH:13][C:12]([O:15][CH3:16])=[CH:11][C:9]=2[CH:10]=1)=[O:5].[Br:18]Br, predict the reaction product. The product is: [Br:18][C:10]1[C:9]2[CH:11]=[C:12]([O:15][CH3:16])[CH:13]=[CH:14][C:8]=2[O:7][C:6]=1[C:4]([N:3]([O:2][CH3:1])[CH3:17])=[O:5]. (2) Given the reactants Br.[CH2:2]([C:4]1[CH:9]=[C:8]([C:10]2[CH:15]=[CH:14][CH:13]=[CH:12][CH:11]=2)[N:7]=[N:6][C:5]=1[NH:16][C:17]1[CH:22]=[CH:21][C:20]([O:23]C)=[CH:19][CH:18]=1)[CH3:3].C([O-])([O-])=O.[Na+].[Na+], predict the reaction product. The product is: [CH2:2]([C:4]1[CH:9]=[C:8]([C:10]2[CH:15]=[CH:14][CH:13]=[CH:12][CH:11]=2)[N:7]=[N:6][C:5]=1[NH:16][C:17]1[CH:18]=[CH:19][C:20]([OH:23])=[CH:21][CH:22]=1)[CH3:3]. (3) Given the reactants Br[C:2]1[CH:3]=[CH:4][C:5]2[C:6]3[N:15]([CH2:16][C@H:17]4[CH2:21][O:20][C:19]([CH3:23])([CH3:22])[O:18]4)[C:14]([CH2:24][O:25][CH2:26][CH3:27])=[N:13][C:7]=3[C:8]([NH2:12])=[N:9][C:10]=2[CH:11]=1.Br.CC1(C)O[C@@H](CN2C3C4C=CC=CC=4N=C(N)C=3N=C2COCC)CO1.[OH-].[Na+], predict the reaction product. The product is: [CH3:22][C:19]1([CH3:23])[O:18][C@@H:17]([CH2:16][N:15]2[C:6]3[C:5]4[CH:4]=[CH:3][CH:2]=[CH:11][C:10]=4[N:9]=[C:8]([NH2:12])[C:7]=3[N:13]=[C:14]2[CH2:24][O:25][CH2:26][CH3:27])[CH2:21][O:20]1. (4) Given the reactants [C:1]([O:6][CH2:7][CH3:8])(=[O:5])/[CH:2]=[CH:3]/[CH3:4].[N+:9]([CH3:12])([O-])=O.CN(C)C(=N)N(C)C, predict the reaction product. The product is: [CH3:8][CH2:7][O:6][C:1]([CH2:2][CH:3]([CH2:12][NH2:9])[CH3:4])=[O:5]. (5) Given the reactants Cl[C:2]1[N:3]=[C:4]([O:25][CH:26]2[CH2:31][CH2:30][O:29][CH2:28][CH2:27]2)[C:5]2[C:10]([C:11]3[CH:16]=[CH:15][N:14]=[CH:13][CH:12]=3)=[CH:9][N:8]([CH2:17][O:18][CH2:19][CH2:20][Si:21]([CH3:24])([CH3:23])[CH3:22])[C:6]=2[N:7]=1.CC1(C)C2C=CC=C(P(C3C=CC=CC=3)C3C=CC=CC=3)C=2OC2C1=CC=CC=2P(C1C=CC=CC=1)C1C=CC=CC=1.[NH2:74][C:75]1[CH:84]=[CH:83][C:78]([C:79]([NH:81][CH3:82])=[O:80])=[CH:77][C:76]=1[O:85][CH3:86].C(=O)([O-])[O-].[Cs+].[Cs+], predict the reaction product. The product is: [CH3:86][O:85][C:76]1[CH:77]=[C:78]([CH:83]=[CH:84][C:75]=1[NH:74][C:2]1[N:3]=[C:4]([O:25][CH:26]2[CH2:27][CH2:28][O:29][CH2:30][CH2:31]2)[C:5]2[C:10]([C:11]3[CH:12]=[CH:13][N:14]=[CH:15][CH:16]=3)=[CH:9][N:8]([CH2:17][O:18][CH2:19][CH2:20][Si:21]([CH3:23])([CH3:22])[CH3:24])[C:6]=2[N:7]=1)[C:79]([NH:81][CH3:82])=[O:80]. (6) Given the reactants [N+:1]([C:4]1[CH:9]=[CH:8][C:7]([N:10]2[CH:15]=[CH:14][C:13](=[O:16])[NH:12][C:11]2=[O:17])=[CH:6][CH:5]=1)([O-])=O.N.[H][H], predict the reaction product. The product is: [NH2:1][C:4]1[CH:5]=[CH:6][C:7]([N:10]2[CH:15]=[CH:14][C:13](=[O:16])[NH:12][C:11]2=[O:17])=[CH:8][CH:9]=1.